From a dataset of Peptide-MHC class II binding affinity with 134,281 pairs from IEDB. Regression. Given a peptide amino acid sequence and an MHC pseudo amino acid sequence, predict their binding affinity value. This is MHC class II binding data. (1) The peptide sequence is VVKVQRPTPKGTVMDII. The MHC is DRB4_0101 with pseudo-sequence DRB4_0103. The binding affinity (normalized) is 0.567. (2) The peptide sequence is MKVVNRWLFRHLARE. The MHC is DRB3_0301 with pseudo-sequence DRB3_0301. The binding affinity (normalized) is 0.635. (3) The peptide sequence is LGAVYRYKKLKEMSA. The MHC is DRB3_0202 with pseudo-sequence DRB3_0202. The binding affinity (normalized) is 0.0369.